Dataset: TCR-epitope binding with 47,182 pairs between 192 epitopes and 23,139 TCRs. Task: Binary Classification. Given a T-cell receptor sequence (or CDR3 region) and an epitope sequence, predict whether binding occurs between them. (1) The epitope is RLQSLQTYV. The TCR CDR3 sequence is CASTDRDTETQYF. Result: 1 (the TCR binds to the epitope). (2) The epitope is KPLEFGATSAAL. The TCR CDR3 sequence is CASSPPTGVNYEQYF. Result: 1 (the TCR binds to the epitope). (3) The epitope is FQPTNGVGY. The TCR CDR3 sequence is CSASVSGRNNEQFF. Result: 0 (the TCR does not bind to the epitope). (4) The epitope is CLGGLLTMV. Result: 0 (the TCR does not bind to the epitope). The TCR CDR3 sequence is CASSLATSPLMNTEAFF. (5) The epitope is FTYASALWEI. The TCR CDR3 sequence is CASTSRTDTQYF. Result: 0 (the TCR does not bind to the epitope). (6) The epitope is GTSGSPIVNR. The TCR CDR3 sequence is CATQIGGAGDEQFF. Result: 0 (the TCR does not bind to the epitope). (7) The epitope is AIMTRCLAV. The TCR CDR3 sequence is CANSARDHSDPNTGELFF. Result: 0 (the TCR does not bind to the epitope).